Dataset: Full USPTO retrosynthesis dataset with 1.9M reactions from patents (1976-2016). Task: Predict the reactants needed to synthesize the given product. (1) Given the product [CH2:25]([CH:27]([CH2:30][CH2:31][CH2:32][CH3:33])[CH2:28][O:1][C:2]1[CH:15]=[CH:14][C:13]2[C:12](=[O:16])[C:11]3[C:6](=[CH:7][CH:8]=[C:9]([O:17][CH2:5][CH:4]([CH2:13][CH3:12])[CH2:3][CH2:2][CH2:15][CH3:14])[CH:10]=3)[C:5](=[O:18])[C:4]=2[CH:3]=1)[CH3:26], predict the reactants needed to synthesize it. The reactants are: [OH:1][C:2]1[CH:15]=[CH:14][C:13]2[C:12](=[O:16])[C:11]3[C:6](=[CH:7][CH:8]=[C:9]([OH:17])[CH:10]=3)[C:5](=[O:18])[C:4]=2[CH:3]=1.C([O-])([O-])=O.[K+].[K+].[CH2:25]([CH:27]([CH2:30][CH2:31][CH2:32][CH3:33])[CH2:28]Br)[CH3:26]. (2) Given the product [F:15][C:16]1[C:17]([F:25])=[CH:18][C:19]([F:23])=[C:20]([F:22])[C:21]=1[NH:7][C:6]1[CH:8]=[CH:9][C:3]([CH2:1][CH3:2])=[CH:4][CH:5]=1, predict the reactants needed to synthesize it. The reactants are: [CH2:1]([C:3]1[CH:9]=[CH:8][C:6]([NH2:7])=[CH:5][CH:4]=1)[CH3:2].[Li]CCCC.[F:15][C:16]1[C:17]([F:25])=[C:18](F)[C:19]([F:23])=[C:20]([F:22])[CH:21]=1.Cl. (3) Given the product [F:28][C:27]([F:30])([F:29])[C:7]([CH:3]1[CH2:4][CH2:5][CH2:6][N:1]([C:12]([O:14][C:15]([CH3:16])([CH3:17])[CH3:18])=[O:13])[CH2:2]1)=[O:9], predict the reactants needed to synthesize it. The reactants are: [N:1]1([C:12]([O:14][C:15]([CH3:18])([CH3:17])[CH3:16])=[O:13])[CH2:6][CH2:5][CH2:4][CH:3]([C:7]([O:9]CC)=O)[CH2:2]1.[F-].[Cs+].N#N.[Si]([C:27]([F:30])([F:29])[F:28])(C)(C)C.Cl. (4) Given the product [CH3:38][O:39][CH:40]([O:43][CH3:44])[CH2:41][NH:42][C:10]([C:9]1[C:5]([CH2:4][C:3]2[CH:13]=[CH:14][CH:15]=[CH:16][C:2]=2[F:1])=[N:6][NH:7][CH:8]=1)=[O:12], predict the reactants needed to synthesize it. The reactants are: [F:1][C:2]1[CH:16]=[CH:15][CH:14]=[CH:13][C:3]=1[CH2:4][C:5]1[C:9]([C:10]([OH:12])=O)=[CH:8][NH:7][N:6]=1.C(Cl)CCl.C1C=CC2N(O)N=NC=2C=1.C(N(CC)CC)C.[CH3:38][O:39][CH:40]([O:43][CH3:44])[CH2:41][NH2:42]. (5) Given the product [CH2:33]([O:28][C:27](=[O:29])[C:26]1[CH:25]=[CH:24][C:23]([NH:22][C:20]([C:17]2[CH:18]=[C:19]3[C:14]([CH2:13][CH2:12][N:11]3[S:8]([C:4]3[CH:5]=[CH:6][CH:7]=[C:2]([F:1])[CH:3]=3)(=[O:10])=[O:9])=[CH:15][CH:16]=2)=[O:21])=[CH:31][CH:30]=1)[CH3:38], predict the reactants needed to synthesize it. The reactants are: [F:1][C:2]1[CH:3]=[C:4]([S:8]([N:11]2[C:19]3[C:14](=[CH:15][CH:16]=[C:17]([C:20]([NH:22][C:23]4[CH:31]=[CH:30][C:26]([C:27]([OH:29])=[O:28])=[CH:25][CH:24]=4)=[O:21])[CH:18]=3)[CH2:13][CH2:12]2)(=[O:10])=[O:9])[CH:5]=[CH:6][CH:7]=1.F[C:33]1C=C(S(Cl)(=O)=O)C=C[CH:38]=1. (6) Given the product [Cl:1][C:2]1[CH:7]=[CH:6][C:5]([C@H:8]2[N:15]3[C:11]([S:12][C:13]([C:17]([N:34]4[C@H:30]([CH2:28][CH3:29])[CH2:31][CH2:32][C@H:33]4[C:35]([N:37]([CH3:39])[CH3:38])=[O:36])=[O:18])=[C:14]3[CH3:16])=[N:10][C@:9]2([C:21]2[CH:22]=[CH:23][C:24]([Cl:27])=[CH:25][CH:26]=2)[CH3:20])=[CH:4][CH:3]=1, predict the reactants needed to synthesize it. The reactants are: [Cl:1][C:2]1[CH:7]=[CH:6][C:5]([C@H:8]2[N:15]3[C:11]([S:12][C:13]([C:17](O)=[O:18])=[C:14]3[CH3:16])=[N:10][C@:9]2([C:21]2[CH:26]=[CH:25][C:24]([Cl:27])=[CH:23][CH:22]=2)[CH3:20])=[CH:4][CH:3]=1.[CH2:28]([C@H:30]1[NH:34][C@H:33]([C:35]([N:37]([CH3:39])[CH3:38])=[O:36])[CH2:32][CH2:31]1)[CH3:29].